The task is: Regression. Given a peptide amino acid sequence and an MHC pseudo amino acid sequence, predict their binding affinity value. This is MHC class II binding data.. This data is from Peptide-MHC class II binding affinity with 134,281 pairs from IEDB. (1) The peptide sequence is VAAEMAEALRGLPIRY. The MHC is DRB1_1101 with pseudo-sequence DRB1_1101. The binding affinity (normalized) is 0.188. (2) The peptide sequence is LKKEVSETQHGTILV. The MHC is DRB1_1302 with pseudo-sequence DRB1_1302. The binding affinity (normalized) is 0.184. (3) The peptide sequence is IVQNAYKQMIKSRTL. The MHC is H-2-IAb with pseudo-sequence H-2-IAb. The binding affinity (normalized) is 0.0616. (4) The peptide sequence is YDKFLAAVSTVLTGK. The MHC is DRB1_0404 with pseudo-sequence DRB1_0404. The binding affinity (normalized) is 0.378. (5) The peptide sequence is RPIDDRFGLAL. The MHC is DRB3_0101 with pseudo-sequence DRB3_0101. The binding affinity (normalized) is 0.